From a dataset of Experimentally validated miRNA-target interactions with 360,000+ pairs, plus equal number of negative samples. Binary Classification. Given a miRNA mature sequence and a target amino acid sequence, predict their likelihood of interaction. (1) The miRNA is mmu-miR-539-5p with sequence GGAGAAAUUAUCCUUGGUGUGU. The protein sequence of the target gene is MEPAFGEVNQLGGVFVNGRPLPNAIRLRIVELAQLGIRPCDISRQLRVSHGCVSKILARYNETGSILPGAIGGSKPRVTTPTVVKHIRTYKQRDPGIFAWEIRDRLLADGVCDKYNVPSVSSISRILRNKIGNLAQQGHYDSYKQHQPAPQPALPYNHIYSYPSPITAAAAKVPTPPGVPAIPGSVALPRTWPSSHSVTDILGIRSITDQGVSDSSPYHSPKVEEWSSLGRNNFPAAAPHAVNGLEKGALEQEAKYGQAPNGLPAVSSFVSASSMAPYPTPAQVSPYMTYSAAPSGYVAG.... Result: 0 (no interaction). (2) The miRNA is hsa-miR-4673 with sequence UCCAGGCAGGAGCCGGACUGGA. The protein sequence of the target gene is MDVFLMIRRHKTTIFTDAKESSTVFELKRIVEGILKRPPDEQRLYKDDQLLDDGKTLGECGFTSQTARPQAPATVGLAFRADDTFEALCIEPFSSPPELPDVMKPQDSGSSANEQAVQ. Result: 1 (interaction). (3) The miRNA is mmu-miR-547-3p with sequence CUUGGUACAUCUUUGAGUGAG. The protein sequence of the target gene is MLRAPRTLAPATAQPTKSLPALNPTELWPSGLSSPQLCPATTATTYYTSLYTQTVPSSVALGTCLDATPHGPEGQIVRCAPAGRLPAKRKLDLEGIGRPTVPEFRTPKGKCIRVDGLPSPKTPKSPGEKTRYDTSLGLLTKKFIYLLSESEDGVLDLNWAAEVLDVQKRRIYDITNVLEGIQLIRKKSKNNIQWVGRELFEDPTRPSRQQQLGQELKELMNAEQTLDQLIQSCSLSFKHLTEDNANKKLAYVTYQDIRAVGNFKEQTVIAVKAPPQTRLEVPDRAEENLQIYLKSTQGPI.... Result: 1 (interaction). (4) The miRNA is hsa-miR-6842-5p with sequence UGGGGGUGGUCUCUAGCCAAGG. The protein sequence of the target gene is MGRDLRPGSRVLLLLLLLLLVYLTQPGNGNEGSVTGSCYCGKRISSDSPPSVQFMNRLRKHLRAYHRCLYYTRFQLLSWSVCGGNKDPWVQELMSCLDLKECGHAYSGIVAHQKHLLPTSPPISQASEGASSDIHTPAQMLLSTLQSTQRPTLPVGSLSSDKELTRPNETTIHTAGHSLAAGPEAGENQKQPEKNAGPTARTSATVPVLCLLAIIFILTAALSYVLCKRRRGQSPQSSPDLPVHYIPVAPDSNT. Result: 1 (interaction). (5) The miRNA is hsa-miR-151b with sequence UCGAGGAGCUCACAGUCU. The protein sequence of the target gene is MSGGRRKEEPPQPQLANGALKVSVWSKVLRSDAAWEDKDEFLDVIYWFRQIIAVVLGVIWGVLPLRGFLGIAGFCLINAGVLYLYFSNYLQIDEEEYGGTWELTKEGFMTSFALFMVCVADSFTTGHLDHLLHCHPL. Result: 1 (interaction). (6) The miRNA is hsa-miR-6801-5p with sequence UGGUCAGAGGCAGCAGGAAAUGA. The protein sequence of the target gene is MVRMVPVLLSLLLLLGPAVPQENQDGRYSLTYIYTGLSKHVEDVPAFQALGSLNDLQFFRYNSKDRKSQPMGLWRQVEGMEDWKQDSQLQKAREDIFMETLKDIVEYYNDSNGSHVLQGRFGCEIENNRSSGAFWKYYYDGKDYIEFNKEIPAWVPFDPAAQITKQKWEAEPVYVQRAKAYLEEECPATLRKYLKYSKNILDRQDPPSVVVTSHQAPGEKKKLKCLAYDFYPGKIDVHWTRAGEVQEPELRGDVLHNGNGTYQSWVVVAVPPQDTAPYSCHVQHSSLAQPLVVPWEAS. Result: 0 (no interaction).